From a dataset of Forward reaction prediction with 1.9M reactions from USPTO patents (1976-2016). Predict the product of the given reaction. (1) The product is: [CH2:1]([O:5][C:6]1[CH:11]=[CH:10][C:9]([C:12]2[CH2:17][CH2:16][CH:15]([C:18]3[CH:23]=[CH:22][C:21]([C:51]4[CH2:52][CH2:53][CH:48]([C:35]5[CH:36]=[CH:37][C:38]([O:41][CH2:42][CH2:43][CH2:44][CH2:45][CH2:46][CH3:47])=[C:39]([F:40])[C:34]=5[F:33])[CH2:49][CH:50]=4)=[C:20]([F:24])[C:19]=3[F:25])[CH2:14][CH:13]=2)=[C:8]([F:26])[C:7]=1[F:27])[CH2:2][CH2:3][CH3:4]. Given the reactants [CH2:1]([O:5][C:6]1[CH:11]=[CH:10][C:9]([C:12]2[CH2:17][CH2:16][CH:15]([C:18]3[CH:23]=[CH:22][CH:21]=[C:20]([F:24])[C:19]=3[F:25])[CH2:14][CH:13]=2)=[C:8]([F:26])[C:7]=1[F:27])[CH2:2][CH2:3][CH3:4].C([Li])(CC)C.[F:33][C:34]1[C:39]([F:40])=[C:38]([O:41][CH2:42][CH2:43][CH2:44][CH2:45][CH2:46][CH3:47])[CH:37]=[CH:36][C:35]=1[CH:48]1[CH2:53][CH2:52][C:51](=O)[CH2:50][CH2:49]1.[Cl-].[NH4+], predict the reaction product. (2) Given the reactants Cl.FC1C=C(C=CC=1)CN1C=C(C2C3C(=NC=C(C4C=CC(C5CCNCC5)=CC=4)C=3)N(S(C3C=CC(C)=CC=3)(=O)=O)C=2)C=N1.[F:46][C:47]1[CH:48]=[C:49]([CH:93]=[CH:94][CH:95]=1)[CH2:50][N:51]1[C:55]([CH3:56])=[C:54]([C:57]2[C:65]3[C:60](=[N:61][CH:62]=[C:63]([C:66]4[CH:67]=[C:68]([O:80][CH3:81])[C:69]([NH:72][C:73](=[O:79])[O:74][C:75]([CH3:78])([CH3:77])[CH3:76])=[N:70][CH:71]=4)[CH:64]=3)[N:59](S(C3C=CC(C)=CC=3)(=O)=O)[CH:58]=2)[C:53]([CH3:92])=[N:52]1.[OH-].[Li+], predict the reaction product. The product is: [F:46][C:47]1[CH:48]=[C:49]([CH:93]=[CH:94][CH:95]=1)[CH2:50][N:51]1[C:55]([CH3:56])=[C:54]([C:57]2[C:65]3[C:60](=[N:61][CH:62]=[C:63]([C:66]4[CH:67]=[C:68]([O:80][CH3:81])[C:69]([NH:72][C:73](=[O:79])[O:74][C:75]([CH3:78])([CH3:77])[CH3:76])=[N:70][CH:71]=4)[CH:64]=3)[NH:59][CH:58]=2)[C:53]([CH3:92])=[N:52]1. (3) Given the reactants [CH2:1](/[C:3](/[C:6]1[CH:11]=[CH:10][C:9]([O:12][CH2:13][CH3:14])=[C:8]([O:15][CH2:16][CH3:17])[CH:7]=1)=[CH:4]/[CH3:5])[CH3:2].O.B1([O-])O[O:20]1.O.O.O.O.[Na+].C(OCC)(=O)C, predict the reaction product. The product is: [CH2:16]([O:15][C:8]1[CH:7]=[C:6]([CH:3]([CH2:1][CH3:2])[CH:4]([OH:20])[CH3:5])[CH:11]=[CH:10][C:9]=1[O:12][CH2:13][CH3:14])[CH3:17]. (4) Given the reactants Br[C:2]1[N:7]=[CH:6][C:5]([C:8]2[N:13]=[CH:12][CH:11]=[CH:10][N:9]=2)=[CH:4][CH:3]=1.[C:14]([O:18][C:19]([N:21]1[CH2:26][CH:25]=[C:24](B(O)O)[CH2:23][CH2:22]1)=[O:20])([CH3:17])([CH3:16])[CH3:15].C(=O)([O-])[O-].[Cs+].[Cs+], predict the reaction product. The product is: [C:14]([O:18][C:19]([N:21]1[CH2:22][CH:23]=[C:24]([C:2]2[CH:3]=[CH:4][C:5]([C:8]3[N:13]=[CH:12][CH:11]=[CH:10][N:9]=3)=[CH:6][N:7]=2)[CH2:25][CH2:26]1)=[O:20])([CH3:17])([CH3:15])[CH3:16]. (5) Given the reactants [C:1](C=P(CCCC)(CCCC)CCCC)#N.C1(C)C=CC=CC=1.[CH2:24]([C:26]1[C:34]([OH:35])=[CH:33][CH:32]=[C:31]2[C:27]=1[CH:28]=[N:29][NH:30]2)[CH3:25], predict the reaction product. The product is: [CH:24]([C:26]1[C:34]([OH:35])=[CH:33][CH:32]=[C:31]2[C:27]=1[CH:28]=[N:29][NH:30]2)([CH3:1])[CH3:25]. (6) Given the reactants FC(F)(F)S(O[C:7]1[CH:16]=[C:15]2[C:10]([C:11]([NH:19][C:20]3[CH:25]=[C:24]([O:26][CH3:27])[C:23]([Cl:28])=[CH:22][C:21]=3[Cl:29])=[C:12]([C:17]#[N:18])[CH:13]=[N:14]2)=[CH:9][C:8]=1[O:30][CH3:31])(=O)=O.[CH:34]([C:36]1[O:37][CH:38]=[C:39](B(O)O)[CH:40]=1)=[O:35], predict the reaction product. The product is: [Cl:29][C:21]1[CH:22]=[C:23]([Cl:28])[C:24]([O:26][CH3:27])=[CH:25][C:20]=1[NH:19][C:11]1[C:10]2[C:15](=[CH:16][C:7]([C:39]3[CH:40]=[C:36]([CH:34]=[O:35])[O:37][CH:38]=3)=[C:8]([O:30][CH3:31])[CH:9]=2)[N:14]=[CH:13][C:12]=1[C:17]#[N:18].